Dataset: Catalyst prediction with 721,799 reactions and 888 catalyst types from USPTO. Task: Predict which catalyst facilitates the given reaction. (1) Reactant: C([O:3][C:4]([C:6]1[C:7]([C:12]2[CH:17]=[CH:16][CH:15]=[CH:14][N:13]=2)=[N:8][O:9][C:10]=1[CH3:11])=[O:5])C.[CH:18](=O)[C:19]1[CH:24]=[CH:23][CH:22]=[CH:21][CH:20]=1.CC[O-].[Na+].Cl. Product: [N:13]1[CH:14]=[CH:15][CH:16]=[CH:17][C:12]=1[C:7]1[C:6]([C:4]([OH:3])=[O:5])=[C:10](/[CH:11]=[CH:18]/[C:19]2[CH:24]=[CH:23][CH:22]=[CH:21][CH:20]=2)[O:9][N:8]=1. The catalyst class is: 8. (2) Reactant: [C:1]([C:4]1[CH:9]=[CH:8][N:7]=[C:6]([C:10]2[N:14]([C:15]3[CH:16]=[N:17][C:18]([O:21][CH3:22])=[CH:19][CH:20]=3)[N:13]=[C:12]([C:23]([O:25][CH2:26][CH3:27])=[O:24])[CH:11]=2)[CH:5]=1)(O)=[O:2].O.C(O)(=O)C.C(OCC)(=O)C. Product: [OH:2][CH2:1][C:4]1[CH:9]=[CH:8][N:7]=[C:6]([C:10]2[N:14]([C:15]3[CH:16]=[N:17][C:18]([O:21][CH3:22])=[CH:19][CH:20]=3)[N:13]=[C:12]([C:23]([O:25][CH2:26][CH3:27])=[O:24])[CH:11]=2)[CH:5]=1. The catalyst class is: 7. (3) Reactant: [C:1]([O:5][CH:6]([C:11]1[N:15]([CH3:16])[N:14]=[C:13]([C:17]2[S:18][CH:19]=[CH:20][N:21]=2)[C:12]=1[C:22]1[CH:23]=[CH:24][C:25]2[O:30][CH2:29][CH2:28][CH2:27][C:26]=2[CH:31]=1)[C:7]([O:9]C)=[O:8])([CH3:4])([CH3:3])[CH3:2].[OH-].[K+]. Product: [C:1]([O:5][CH:6]([C:11]1[N:15]([CH3:16])[N:14]=[C:13]([C:17]2[S:18][CH:19]=[CH:20][N:21]=2)[C:12]=1[C:22]1[CH:23]=[CH:24][C:25]2[O:30][CH2:29][CH2:28][CH2:27][C:26]=2[CH:31]=1)[C:7]([OH:9])=[O:8])([CH3:4])([CH3:2])[CH3:3]. The catalyst class is: 40.